From a dataset of Retrosynthesis with 50K atom-mapped reactions and 10 reaction types from USPTO. Predict the reactants needed to synthesize the given product. (1) Given the product C=CCOC(=O)NC(CCC)C(O)C(=O)NC1CC1, predict the reactants needed to synthesize it. The reactants are: C=CCOC(=O)Cl.CCC[C@H](N)C(O)C(=O)NC1CC1. (2) Given the product COc1ccc2nc(-c3ccc4ccccc4c3)sc2c1N, predict the reactants needed to synthesize it. The reactants are: COc1ccc2nc(-c3ccc4ccccc4c3)sc2c1[N+](=O)[O-]. (3) Given the product CCCc1cc(=O)oc2c(C(=O)CC)c(O)cc(O)c12, predict the reactants needed to synthesize it. The reactants are: CCC(=O)Cl.CCCc1cc(=O)oc2cc(O)cc(O)c12. (4) Given the product CC(C)(C)OC(=O)NCCCNc1ccc2ncc(Br)n2n1, predict the reactants needed to synthesize it. The reactants are: CC(C)(C)OC(=O)NCCCN.Clc1ccc2ncc(Br)n2n1. (5) Given the product CCOC(=O)c1ccc(NC(=O)c2ccc(Cl)cc2)cc1, predict the reactants needed to synthesize it. The reactants are: CCOC(=O)c1ccc(N)cc1.O=C(Cl)c1ccc(Cl)cc1. (6) Given the product CCCC(CCC)(Oc1ccc(Cl)cc1C1CC(=O)NC(c2cc(F)ccc2C)C12C(=O)Nc1cc(Cl)ccc12)C(=O)NS(C)(=O)=O, predict the reactants needed to synthesize it. The reactants are: CCCC(CCC)(Oc1ccc(Cl)cc1C1CC(=O)NC(c2cc(F)ccc2C)C12C(=O)Nc1cc(Cl)ccc12)C(=O)O.CS(N)(=O)=O.